Dataset: Full USPTO retrosynthesis dataset with 1.9M reactions from patents (1976-2016). Task: Predict the reactants needed to synthesize the given product. (1) Given the product [CH3:12][C:13]1[C:14]([C:2]2[N:7]=[C:6]([CH:8]=[O:9])[CH:5]=[CH:4][C:3]=2[O:10][CH3:11])=[CH:15][C:16]2[C:17]([CH3:26])([CH3:25])[CH2:18][CH2:19][C:20]([CH3:24])([CH3:23])[C:21]=2[CH:22]=1, predict the reactants needed to synthesize it. The reactants are: Br[C:2]1[N:7]=[C:6]([CH:8]=[O:9])[CH:5]=[CH:4][C:3]=1[O:10][CH3:11].[CH3:12][C:13]1[C:14](B(O)O)=[CH:15][C:16]2[C:17]([CH3:26])([CH3:25])[CH2:18][CH2:19][C:20]([CH3:24])([CH3:23])[C:21]=2[CH:22]=1.C(=O)([O-])[O-].[K+].[K+]. (2) Given the product [NH2:1][C:2]1[C:11]2[C:6](=[C:7]([C:21]3[CH:26]=[CH:25][CH:24]=[CH:23][CH:22]=3)[C:8]([O:12][CH3:13])=[CH:9][CH:10]=2)[N:5]=[N:4][C:3]=1[C:15]([NH:17][CH2:18][CH2:19][CH3:20])=[O:16], predict the reactants needed to synthesize it. The reactants are: [NH2:1][C:2]1[C:11]2[C:6](=[C:7](I)[C:8]([O:12][CH3:13])=[CH:9][CH:10]=2)[N:5]=[N:4][C:3]=1[C:15]([NH:17][CH2:18][CH2:19][CH3:20])=[O:16].[C:21]1(B(O)O)[CH:26]=[CH:25][CH:24]=[CH:23][CH:22]=1. (3) Given the product [CH2:35]([N:32]1[CH2:33][CH2:34][CH:29]([NH:28][C:26]([C:24]2[N:25]=[C:21]([NH:20][C:14](=[O:15])[C:13]3[CH:17]=[CH:18][CH:19]=[C:11]([F:10])[CH:12]=3)[S:22][CH:23]=2)=[O:27])[CH2:30][CH2:31]1)[C:36]1[CH:41]=[CH:40][CH:39]=[CH:38][CH:37]=1, predict the reactants needed to synthesize it. The reactants are: C(N(C(C)C)CC)(C)C.[F:10][C:11]1[CH:12]=[C:13]([CH:17]=[CH:18][CH:19]=1)[C:14](Cl)=[O:15].[NH2:20][C:21]1[S:22][CH:23]=[C:24]([C:26]([NH:28][CH:29]2[CH2:34][CH2:33][N:32]([CH2:35][C:36]3[CH:41]=[CH:40][CH:39]=[CH:38][CH:37]=3)[CH2:31][CH2:30]2)=[O:27])[N:25]=1. (4) The reactants are: [Br:1]N1C(=O)CCC1=O.[CH2:9]([O:11][C:12](=[O:20])[C:13]1[CH:18]=[CH:17][CH:16]=[N:15][C:14]=1[CH3:19])[CH3:10].CC(N=NC(C#N)(C)C)(C#N)C.C(=O)(O)[O-].[Na+].[C:38]1([P:44]([C:51]2C=CC=CC=2)[C:45]2C=CC=CC=2)C=CC=CC=1. Given the product [Br-:1].[CH2:9]([O:11][C:12]([C:13]1[C:14]([CH2:19][P+:44]([CH3:51])([CH3:45])[CH3:38])=[N:15][CH:16]=[CH:17][CH:18]=1)=[O:20])[CH3:10], predict the reactants needed to synthesize it. (5) The reactants are: [CH3:1][O:2][C:3](=[O:29])/[CH:4]=[CH:5]/[C:6]1[CH:7]=[C:8]2[C:25](=[CH:26][CH:27]=1)[O:24][C:11]1([CH2:16][CH2:15][N:14](C(OC(C)(C)C)=O)[CH2:13][CH2:12]1)[CH2:10][C:9]2=[O:28].Br[CH2:31][CH2:32][C:33]1[CH:38]=[CH:37][C:36]([CH3:39])=[CH:35][CH:34]=1. Given the product [CH3:1][O:2][C:3](=[O:29])/[CH:4]=[CH:5]/[C:6]1[CH:7]=[C:8]2[C:25](=[CH:26][CH:27]=1)[O:24][C:11]1([CH2:12][CH2:13][N:14]([CH2:31][CH2:32][C:33]3[CH:38]=[CH:37][C:36]([CH3:39])=[CH:35][CH:34]=3)[CH2:15][CH2:16]1)[CH2:10][C:9]2=[O:28], predict the reactants needed to synthesize it. (6) Given the product [C:2](=[O:3])([O:13][C:7]1[CH:12]=[CH:11][CH:10]=[CH:9][CH:8]=1)[O:4][CH2:5][Cl:6], predict the reactants needed to synthesize it. The reactants are: Cl[C:2]([O:4][CH2:5][Cl:6])=[O:3].[C:7]1([OH:13])[CH:12]=[CH:11][CH:10]=[CH:9][CH:8]=1.N1C=CC=CC=1.